Dataset: Peptide-MHC class I binding affinity with 185,985 pairs from IEDB/IMGT. Task: Regression. Given a peptide amino acid sequence and an MHC pseudo amino acid sequence, predict their binding affinity value. This is MHC class I binding data. (1) The MHC is Mamu-B03 with pseudo-sequence Mamu-B03. The binding affinity (normalized) is 0.402. The peptide sequence is RAIRGEQLL. (2) The peptide sequence is KVKDLFNTK. The MHC is HLA-B15:01 with pseudo-sequence HLA-B15:01. The binding affinity (normalized) is 0.223. (3) The peptide sequence is NYFNRMFHF. The MHC is HLA-A30:01 with pseudo-sequence HLA-A30:01. The binding affinity (normalized) is 0.252.